From a dataset of Peptide-MHC class I binding affinity with 185,985 pairs from IEDB/IMGT. Regression. Given a peptide amino acid sequence and an MHC pseudo amino acid sequence, predict their binding affinity value. This is MHC class I binding data. (1) The binding affinity (normalized) is 0.0708. The peptide sequence is PLHKYCVNLY. The MHC is HLA-A31:01 with pseudo-sequence HLA-A31:01. (2) The peptide sequence is GAMVEYVSA. The MHC is HLA-B15:01 with pseudo-sequence HLA-B15:01. The binding affinity (normalized) is 0.0624. (3) The binding affinity (normalized) is 0. The peptide sequence is EQGDIALAL. The MHC is HLA-A30:01 with pseudo-sequence HLA-A30:01.